The task is: Predict the reaction yield, written as a fraction of the theoretical maximum amount of product (1.0 means a 100% yield; for example, 0.34 means a 34% yield).. This data is from Reaction yield outcomes from USPTO patents with 853,638 reactions. (1) The reactants are [Br:1][C:2]1[CH:10]=[C:6]([C:7]([OH:9])=O)[C:5]([OH:11])=[CH:4][CH:3]=1.[Cl:12][C:13]1[CH:14]=[C:15]([CH:17]=[C:18]([Cl:21])[C:19]=1[Cl:20])[NH2:16]. No catalyst specified. The product is [Br:1][C:2]1[CH:3]=[CH:4][C:5]([OH:11])=[C:6]([CH:10]=1)[C:7]([NH:16][C:15]1[CH:14]=[C:13]([Cl:12])[C:19]([Cl:20])=[C:18]([Cl:21])[CH:17]=1)=[O:9]. The yield is 0.786. (2) The reactants are [I:1]I.[OH:3][C:4]1[CH:12]=[CH:11][C:7]([C:8]([OH:10])=[O:9])=[CH:6][CH:5]=1. The catalyst is O.[NH4+].[OH-]. The product is [I:1][C:5]1[CH:6]=[C:7]([CH:11]=[CH:12][C:4]=1[OH:3])[C:8]([OH:10])=[O:9]. The yield is 0.890. (3) The reactants are [Br:1][C:2]1[CH:3]=[C:4]2[C:8](=[CH:9][CH:10]=1)[NH:7][C:6](=[O:11])[CH2:5]2.[N:12]1([CH2:17][CH2:18][CH2:19][NH:20][C:21]([C:23]2[C:27]([CH3:28])=[C:26]([CH:29]=O)[NH:25][C:24]=2[CH3:31])=[O:22])[CH:16]=[CH:15][N:14]=[CH:13]1. No catalyst specified. The product is [N:12]1([CH2:17][CH2:18][CH2:19][NH:20][C:21]([C:23]2[C:27]([CH3:28])=[C:26]([CH:29]=[C:5]3[C:4]4[C:8](=[CH:9][CH:10]=[C:2]([Br:1])[CH:3]=4)[NH:7][C:6]3=[O:11])[NH:25][C:24]=2[CH3:31])=[O:22])[CH:16]=[CH:15][N:14]=[CH:13]1. The yield is 0.590. (4) The reactants are [F:1][CH:2]([F:8])[CH2:3][O:4][CH2:5][CH2:6][OH:7].[C:9]1([CH3:19])[CH:14]=[CH:13][C:12]([S:15](Cl)(=[O:17])=[O:16])=[CH:11][CH:10]=1. The catalyst is CN(C1C=CN=CC=1)C.ClCCl. The product is [CH3:19][C:9]1[CH:14]=[CH:13][C:12]([S:15]([O:7][CH2:6][CH2:5][O:4][CH2:3][CH:2]([F:8])[F:1])(=[O:17])=[O:16])=[CH:11][CH:10]=1. The yield is 0.190. (5) The reactants are [Cl:1][C:2]1[C:3]([O:43][CH3:44])=[CH:4][CH:5]=[C:6]2[C:11]=1[N:10]=[C:9]([C:12]1[S:13][CH:14]=[C:15]([CH:17]([CH3:19])[CH3:18])[N:16]=1)[CH:8]=[C:7]2[O:20][C@@H:21]1[CH2:25][N:24](C(OC(C)(C)C)=O)[C@H:23]([C:33](=[O:42])[N:34]([CH2:36][CH2:37][CH2:38][CH2:39][CH:40]=[CH2:41])[CH3:35])[CH2:22]1.C(Cl)(=O)C. The catalyst is CO. The product is [ClH:1].[Cl:1][C:2]1[C:3]([O:43][CH3:44])=[CH:4][CH:5]=[C:6]2[C:11]=1[N:10]=[C:9]([C:12]1[S:13][CH:14]=[C:15]([CH:17]([CH3:19])[CH3:18])[N:16]=1)[CH:8]=[C:7]2[O:20][C@@H:21]1[CH2:25][NH:24][C@H:23]([C:33]([N:34]([CH2:36][CH2:37][CH2:38][CH2:39][CH:40]=[CH2:41])[CH3:35])=[O:42])[CH2:22]1. The yield is 1.00. (6) The reactants are [NH:1]1[C:9]2[CH:8]=[CH:7][N:6]=[CH:5][C:4]=2[CH:3]=[CH:2]1.C([N:12](CC)CC)C.Cl[C:18]([O:20][CH2:21][C:22]1[CH:27]=[CH:26][CH:25]=[CH:24][CH:23]=1)=[O:19]. The catalyst is ClCCl. The product is [NH2:12][C:5]1[C:4]2[CH:3]=[CH:2][N:1]([C:18]([O:20][CH2:21][C:22]3[CH:27]=[CH:26][CH:25]=[CH:24][CH:23]=3)=[O:19])[C:9]=2[CH:8]=[CH:7][N:6]=1. The yield is 1.00.